Task: Predict the reactants needed to synthesize the given product.. Dataset: Full USPTO retrosynthesis dataset with 1.9M reactions from patents (1976-2016) (1) The reactants are: [F:1][C:2]1[CH:7]=[CH:6][CH:5]=[CH:4][C:3]=1[C:8]1[NH:12][CH:11]=[C:10]([CH:13]=[O:14])[C:9]=1[CH3:15].[H-].[Na+].C1OCCOCCOCCOCCOC1.[N:33]1[CH:38]=[CH:37][CH:36]=[C:35]([S:39](Cl)(=[O:41])=[O:40])[CH:34]=1. Given the product [F:1][C:2]1[CH:7]=[CH:6][CH:5]=[CH:4][C:3]=1[C:8]1[N:12]([S:39]([C:35]2[CH:34]=[N:33][CH:38]=[CH:37][CH:36]=2)(=[O:41])=[O:40])[CH:11]=[C:10]([CH:13]=[O:14])[C:9]=1[CH3:15], predict the reactants needed to synthesize it. (2) Given the product [C:15]([O:18][CH2:11][CH2:12][NH:13][C:4](=[O:5])[CH2:3][C:2](=[O:6])[CH3:1])(=[O:16])[CH3:20], predict the reactants needed to synthesize it. The reactants are: [CH2:1]=[C:2]1[O:6][C:4](=[O:5])[CH2:3]1.Cl.C(O[C:11](=O)[CH2:12][NH2:13])C.[C:15]([O-:18])(O)=[O:16].[Na+].[C:20]1(C)C=CC=CC=1. (3) Given the product [CH:20]1([CH2:19][O:1][C:2]2[CH:7]=[CH:6][CH:5]=[C:4]([OH:8])[C:3]=2[C:9](=[O:11])[CH3:10])[CH2:22][CH2:21]1, predict the reactants needed to synthesize it. The reactants are: [OH:1][C:2]1[CH:7]=[CH:6][CH:5]=[C:4]([OH:8])[C:3]=1[C:9](=[O:11])[CH3:10].C(=O)([O-])[O-].[K+].[K+].Br[CH2:19][CH:20]1[CH2:22][CH2:21]1. (4) Given the product [CH2:1]([C:8]1[N:9]=[N:10][C:11]2[C:16]([C:17]=1[C:18]1[CH:19]=[C:20]([NH:24][CH2:29][C:28]3[CH:31]=[CH:32][CH:33]=[C:34]([CH3:35])[C:27]=3[CH3:26])[CH:21]=[CH:22][CH:23]=1)=[CH:15][CH:14]=[CH:13][C:12]=2[Cl:25])[C:2]1[CH:7]=[CH:6][CH:5]=[CH:4][CH:3]=1, predict the reactants needed to synthesize it. The reactants are: [CH2:1]([C:8]1[N:9]=[N:10][C:11]2[C:16]([C:17]=1[C:18]1[CH:19]=[C:20]([NH2:24])[CH:21]=[CH:22][CH:23]=1)=[CH:15][CH:14]=[CH:13][C:12]=2[Cl:25])[C:2]1[CH:7]=[CH:6][CH:5]=[CH:4][CH:3]=1.[CH3:26][C:27]1[C:34]([CH3:35])=[CH:33][CH:32]=[CH:31][C:28]=1[CH:29]=O. (5) The reactants are: Cl[C:2]1[N:18]=[C:5]2[C:6]([C:10]3[CH:15]=[CH:14][CH:13]=[CH:12][C:11]=3[O:16][CH3:17])=[CH:7][CH:8]=[CH:9][N:4]2[N:3]=1.[C:19]([O:23][C:24]([N:26]1[CH2:32][CH2:31][C:30]2[CH:33]=[CH:34][C:35]([NH2:37])=[CH:36][C:29]=2[CH2:28][CH2:27]1)=[O:25])([CH3:22])([CH3:21])[CH3:20].C1(P(C2CCCCC2)C2(P(C3CCCCC3)C3CCCCC3)CC=CC=C2C2C=CC=CC=2)CCCCC1.C(=O)([O-])[O-].[Cs+].[Cs+]. Given the product [C:19]([O:23][C:24]([N:26]1[CH2:32][CH2:31][C:30]2[CH:33]=[CH:34][C:35]([NH:37][C:2]3[N:18]=[C:5]4[C:6]([C:10]5[CH:15]=[CH:14][CH:13]=[CH:12][C:11]=5[O:16][CH3:17])=[CH:7][CH:8]=[CH:9][N:4]4[N:3]=3)=[CH:36][C:29]=2[CH2:28][CH2:27]1)=[O:25])([CH3:22])([CH3:20])[CH3:21], predict the reactants needed to synthesize it. (6) Given the product [CH2:30]([N:20]1[C:21](=[O:29])[C:22]([CH3:28])([CH3:27])[C:23](=[O:26])[N:24]([CH3:25])[C:18]2[CH:17]=[C:16]([O:15][CH2:14][CH2:13][CH2:12][N:3]3[C:4]4[C:9](=[CH:8][CH:7]=[CH:6][CH:5]=4)[CH2:10][C:2]3=[O:1])[CH:33]=[CH:32][C:19]1=2)[CH3:31], predict the reactants needed to synthesize it. The reactants are: [O:1]=[C:2]1[C:10](=O)[C:9]2[C:4](=[CH:5][CH:6]=[CH:7][CH:8]=2)[N:3]1[CH2:12][CH2:13][CH2:14][O:15][C:16]1[CH:33]=[CH:32][C:19]2[N:20]([CH2:30][CH3:31])[C:21](=[O:29])[C:22]([CH3:28])([CH3:27])[C:23](=[O:26])[N:24]([CH3:25])[C:18]=2[CH:17]=1.O. (7) Given the product [N+:33]([C:28]1[CH:29]=[N:30][CH:31]=[CH:32][C:27]=1[C:37]1[CH:38]=[CH:39][CH:40]=[CH:41][C:36]=1[CH3:45])([O-:35])=[O:34], predict the reactants needed to synthesize it. The reactants are: C1(P(C2C=CC=CC=2)C2C=CC=CC=2)C=CC=CC=1.C(=O)([O-])[O-].[K+].[K+].Cl[C:27]1[CH:32]=[CH:31][N:30]=[CH:29][C:28]=1[N+:33]([O-:35])=[O:34].[C:36]1([CH3:45])[CH:41]=[CH:40][CH:39]=[CH:38][C:37]=1B(O)O.